Dataset: Full USPTO retrosynthesis dataset with 1.9M reactions from patents (1976-2016). Task: Predict the reactants needed to synthesize the given product. (1) Given the product [NH:14]1[C:2]2[CH2:7][CH2:6][CH2:5][CH2:4][C:3]=2[C:8](=[O:10])[NH:15]1, predict the reactants needed to synthesize it. The reactants are: O=[C:2]1[CH2:7][CH2:6][CH2:5][CH2:4][CH:3]1[C:8]([O:10]CC)=O.O.[NH2:14][NH2:15]. (2) The reactants are: Cl[C:2]1[N:7]=[CH:6][N:5]=[C:4]([C:8]([C:10]2[C:18]3[CH:17]=[N:16][CH:15]=[N:14][C:13]=3[N:12]([CH:19]([CH3:21])[CH3:20])[CH:11]=2)=[O:9])[CH:3]=1.[OH-].[NH4+:23]. Given the product [NH2:23][C:2]1[N:7]=[CH:6][N:5]=[C:4]([C:8]([C:10]2[C:18]3[CH:17]=[N:16][CH:15]=[N:14][C:13]=3[N:12]([CH:19]([CH3:21])[CH3:20])[CH:11]=2)=[O:9])[CH:3]=1, predict the reactants needed to synthesize it. (3) Given the product [CH:1]([C:4]1[CH:9]=[CH:8][N:7]=[C:6]([C:15]#[N:16])[CH:5]=1)([CH3:3])[CH3:2], predict the reactants needed to synthesize it. The reactants are: [CH:1]([C:4]1[CH:9]=[CH:8][N+:7]([O-])=[CH:6][CH:5]=1)([CH3:3])[CH3:2].[Si]([C:15]#[N:16])(C)(C)C.CN(C)C(Cl)=O. (4) Given the product [CH3:11][C:9]1[C:8](=[O:12])[NH:7][CH:6]=[C:5]([C:3]([C:14]2[CH:15]=[C:16]3[C:20](=[CH:21][CH:22]=2)[N:19]([C:23]2[CH:24]=[CH:25][C:26]([F:29])=[CH:27][CH:28]=2)[N:18]=[CH:17]3)([OH:4])[C:2]([F:1])([F:30])[F:31])[CH:10]=1, predict the reactants needed to synthesize it. The reactants are: [F:1][C:2]([F:31])([F:30])[C:3]([C:14]1[CH:15]=[C:16]2[C:20](=[CH:21][CH:22]=1)[N:19]([C:23]1[CH:28]=[CH:27][C:26]([F:29])=[CH:25][CH:24]=1)[N:18]=[CH:17]2)([C:5]1[CH:6]=[N:7][C:8]([O:12]C)=[C:9]([CH3:11])[CH:10]=1)[OH:4].Cl.[NH+]1C=CC=CC=1.